This data is from Forward reaction prediction with 1.9M reactions from USPTO patents (1976-2016). The task is: Predict the product of the given reaction. (1) Given the reactants [C:1]1([CH:7]([C:20]2[CH:25]=[CH:24][C:23]([C:26]([F:29])([F:28])[F:27])=[CH:22][CH:21]=2)[CH:8]2[CH2:13][CH2:12][N:11]([CH2:14][C:15]([O:17]CC)=[O:16])[CH2:10][CH2:9]2)[CH:6]=[CH:5][CH:4]=[CH:3][CH:2]=1.O[Li].O, predict the reaction product. The product is: [C:1]1([CH:7]([C:20]2[CH:25]=[CH:24][C:23]([C:26]([F:29])([F:27])[F:28])=[CH:22][CH:21]=2)[CH:8]2[CH2:9][CH2:10][N:11]([CH2:14][C:15]([OH:17])=[O:16])[CH2:12][CH2:13]2)[CH:6]=[CH:5][CH:4]=[CH:3][CH:2]=1. (2) Given the reactants Cl.[NH2:2]O.[CH2:4]([O:6][C:7]([C:9]1[N:10]([C:30]2[CH:35]=[CH:34][C:33]([O:36][CH:37]([CH3:39])[CH3:38])=[CH:32][CH:31]=2)[C:11]2[C:16]([C:17]=1[CH:18]=O)=[CH:15][C:14]([C:20]1[CH:25]=[CH:24][C:23]([C:26]([F:29])([F:28])[F:27])=[CH:22][N:21]=1)=[CH:13][CH:12]=2)=[O:8])[CH3:5].[OH-].[Na+], predict the reaction product. The product is: [CH2:4]([O:6][C:7]([C:9]1[N:10]([C:30]2[CH:35]=[CH:34][C:33]([O:36][CH:37]([CH3:38])[CH3:39])=[CH:32][CH:31]=2)[C:11]2[C:16]([C:17]=1[C:18]#[N:2])=[CH:15][C:14]([C:20]1[CH:25]=[CH:24][C:23]([C:26]([F:29])([F:27])[F:28])=[CH:22][N:21]=1)=[CH:13][CH:12]=2)=[O:8])[CH3:5]. (3) Given the reactants Br[C:2]1[C:3]2[N:4]([N:8]=[C:9]([Cl:11])[N:10]=2)[CH:5]=[CH:6][CH:7]=1.[CH3:12][N:13]([CH2:18][C:19]1[CH:20]=[C:21](B(O)O)[CH:22]=[CH:23][CH:24]=1)[S:14]([CH3:17])(=[O:16])=[O:15], predict the reaction product. The product is: [Cl:11][C:9]1[N:10]=[C:3]2[C:2]([C:23]3[CH:24]=[C:19]([CH:20]=[CH:21][CH:22]=3)[CH2:18][N:13]([CH3:12])[S:14]([CH3:17])(=[O:16])=[O:15])=[CH:7][CH:6]=[CH:5][N:4]2[N:8]=1.